From a dataset of Merck oncology drug combination screen with 23,052 pairs across 39 cell lines. Regression. Given two drug SMILES strings and cell line genomic features, predict the synergy score measuring deviation from expected non-interaction effect. (1) Drug 1: Cc1nc(Nc2ncc(C(=O)Nc3c(C)cccc3Cl)s2)cc(N2CCN(CCO)CC2)n1. Drug 2: CCc1cnn2c(NCc3ccc[n+]([O-])c3)cc(N3CCCCC3CCO)nc12. Cell line: LOVO. Synergy scores: synergy=19.8. (2) Drug 1: NC1(c2ccc(-c3nc4ccn5c(=O)[nH]nc5c4cc3-c3ccccc3)cc2)CCC1. Drug 2: CCC1(O)C(=O)OCc2c1cc1n(c2=O)Cc2cc3c(CN(C)C)c(O)ccc3nc2-1. Cell line: NCIH460. Synergy scores: synergy=22.4. (3) Drug 1: O=C(NOCC(O)CO)c1ccc(F)c(F)c1Nc1ccc(I)cc1F. Drug 2: CC(C)CC(NC(=O)C(Cc1ccccc1)NC(=O)c1cnccn1)B(O)O. Cell line: OV90. Synergy scores: synergy=-17.5. (4) Drug 2: Cn1cc(-c2cnn3c(N)c(Br)c(C4CCCNC4)nc23)cn1. Cell line: A2058. Drug 1: CCN(CC)CCNC(=O)c1c(C)[nH]c(C=C2C(=O)Nc3ccc(F)cc32)c1C. Synergy scores: synergy=26.4. (5) Drug 1: C=CCn1c(=O)c2cnc(Nc3ccc(N4CCN(C)CC4)cc3)nc2n1-c1cccc(C(C)(C)O)n1. Drug 2: CCc1c2c(nc3ccc(O)cc13)-c1cc3c(c(=O)n1C2)COC(=O)C3(O)CC. Cell line: ZR751. Synergy scores: synergy=16.6. (6) Drug 1: CN1C(=O)C=CC2(C)C3CCC4(C)C(NC(=O)OCC(F)(F)F)CCC4C3CCC12. Drug 2: CC(C)CC(NC(=O)C(Cc1ccccc1)NC(=O)c1cnccn1)B(O)O. Cell line: NCIH460. Synergy scores: synergy=1.00.